From a dataset of Reaction yield outcomes from USPTO patents with 853,638 reactions. Predict the reaction yield, written as a fraction of the theoretical maximum amount of product (1.0 means a 100% yield; for example, 0.34 means a 34% yield). (1) The reactants are [CH3:1][O:2][C:3]1[CH:10]=[CH:9][C:6]([CH2:7]Cl)=[CH:5][CH:4]=1.C(=O)([O-])[O-].[Cs+].[Cs+].[Cl:17][C:18]1[CH:19]=[C:20]([N:26]2[CH:30]=[N:29][C:28]([C:31]([O:33][CH2:34][CH3:35])=[O:32])=[N:27]2)[CH:21]=[C:22]([Cl:25])[C:23]=1[OH:24]. The catalyst is CN(C=O)C. The product is [Cl:17][C:18]1[CH:19]=[C:20]([N:26]2[CH:30]=[N:29][C:28]([C:31]([O:33][CH2:34][CH3:35])=[O:32])=[N:27]2)[CH:21]=[C:22]([Cl:25])[C:23]=1[O:24][CH2:7][C:6]1[CH:9]=[CH:10][C:3]([O:2][CH3:1])=[CH:4][CH:5]=1. The yield is 0.950. (2) The reactants are [Cl:1][C:2]1[C:3]([Cl:15])=[C:4]([Cl:14])[C:5]([Cl:13])=[C:6]2[C:11](=O)[O:10][C:8](=[O:9])[C:7]=12.[Cl:16][C:17]1[CH:23]=[CH:22][C:20]([OH:21])=[CH:19][C:18]=1[OH:24]. The catalyst is CN(C=O)C.O. The product is [Cl:16][C:17]1[C:18]([OH:24])=[CH:19][C:20]2[O:21][C:20]3[C:22](=[CH:23][C:17]([Cl:16])=[C:18]([OH:24])[CH:19]=3)[C:11]3([C:6]4[C:7](=[C:2]([Cl:1])[C:3]([Cl:15])=[C:4]([Cl:14])[C:5]=4[Cl:13])[C:8](=[O:9])[O:10]3)[C:22]=2[CH:23]=1. The yield is 0.923. (3) The reactants are Br[C:2]1[C:3]([NH2:9])=[N:4][C:5]([Cl:8])=[CH:6][N:7]=1.[CH3:10][O-:11].[Na+]. The catalyst is CO. The product is [Cl:8][C:5]1[N:4]=[C:3]([NH2:9])[C:2]([O:11][CH3:10])=[N:7][CH:6]=1. The yield is 0.330. (4) The reactants are [Cl:1][C:2]1[N:7]=[C:6]([C:8]([CH:10]2[CH2:12][CH2:11]2)=[O:9])[CH:5]=[CH:4][N:3]=1.[BH4-].[Na+]. The catalyst is CO.CCOC(C)=O. The product is [Cl:1][C:2]1[N:7]=[C:6]([CH:8]([CH:10]2[CH2:11][CH2:12]2)[OH:9])[CH:5]=[CH:4][N:3]=1. The yield is 0.990. (5) The reactants are Br[CH2:2][CH2:3][CH2:4][CH2:5]Br.[Mg].[O:8]1[CH2:11][CH2:10][C:9]1=[O:12]. The catalyst is C1COCC1.II. The product is [OH:8][CH2:11][CH2:10][C:9]1([OH:12])[CH2:5][CH2:4][CH2:3][CH2:2]1. The yield is 0.180. (6) The reactants are [S:1]1[CH:5]=[CH:4][C:3]2[CH:6]=[CH:7][CH:8]=[CH:9][C:2]1=2.[Li][C:11](C)([CH3:13])[CH3:12].IC(C)C. The catalyst is C1COCC1. The product is [CH:11]([C:5]1[S:1][C:2]2[CH:9]=[CH:8][CH:7]=[CH:6][C:3]=2[CH:4]=1)([CH3:13])[CH3:12]. The yield is 0.850. (7) The catalyst is O.C1(C)C=CC(S(O)(=O)=O)=CC=1.C1(C)C=CC=CC=1. The product is [CH3:36][C:37]1([CH3:42])[CH2:38][O:39][C:32]2([CH2:31][CH2:30][CH:29]([N:3]3[C:2](=[O:1])[C:7]([CH2:8][C:9]4[CH:10]=[CH:11][C:12]([C:15]5[C:16]([C:21]#[N:22])=[CH:17][CH:18]=[CH:19][CH:20]=5)=[CH:13][CH:14]=4)=[C:6]([CH2:23][CH2:24][CH3:25])[N:5]4[N:26]=[CH:27][N:28]=[C:4]34)[CH2:34][CH2:33]2)[O:35][CH2:40]1. The yield is 1.00. The reactants are [O:1]=[C:2]1[C:7]([CH2:8][C:9]2[CH:14]=[CH:13][C:12]([C:15]3[C:16]([C:21]#[N:22])=[CH:17][CH:18]=[CH:19][CH:20]=3)=[CH:11][CH:10]=2)=[C:6]([CH2:23][CH2:24][CH3:25])[N:5]2[N:26]=[CH:27][N:28]=[C:4]2[N:3]1[CH:29]1[CH2:34][CH2:33][C:32](=[O:35])[CH2:31][CH2:30]1.[CH3:36][C:37]([CH3:42])([CH2:40]O)[CH2:38][OH:39].